The task is: Predict which catalyst facilitates the given reaction.. This data is from Catalyst prediction with 721,799 reactions and 888 catalyst types from USPTO. (1) Reactant: [CH3:1][NH:2][CH2:3][CH2:4][OH:5].[C:17]([O:16][C:14](O[C:14]([O:16][C:17]([CH3:20])([CH3:19])[CH3:18])=[O:15])=[O:15])([CH3:20])([CH3:19])[CH3:18]. Product: [C:17]([O:16][C:14](=[O:15])[N:2]([CH2:3][CH2:4][OH:5])[CH3:1])([CH3:18])([CH3:19])[CH3:20]. The catalyst class is: 22. (2) Product: [NH2:1][C:2]1[N:7]=[CH:6][N:5]=[C:4]([NH:8][C@H:9]([C:11]2[N:20]([C:21]3[CH:26]=[CH:25][CH:24]=[CH:23][CH:22]=3)[C:19](=[O:27])[C:18]3[C:13](=[CH:14][CH:15]=[CH:16][C:17]=3[Cl:28])[N:12]=2)[CH3:10])[C:3]=1[C:37]#[C:36][C:30]1[CH:35]=[CH:34][CH:33]=[CH:32][CH:31]=1. Reactant: [NH2:1][C:2]1[N:7]=[CH:6][N:5]=[C:4]([NH:8][C@H:9]([C:11]2[N:20]([C:21]3[CH:26]=[CH:25][CH:24]=[CH:23][CH:22]=3)[C:19](=[O:27])[C:18]3[C:13](=[CH:14][CH:15]=[CH:16][C:17]=3[Cl:28])[N:12]=2)[CH3:10])[C:3]=1I.[C:30]1([C:36]#[CH:37])[CH:35]=[CH:34][CH:33]=[CH:32][CH:31]=1. The catalyst class is: 540. (3) Reactant: [C:1]([O:4][C@H:5]([CH3:31])[CH2:6][CH2:7][CH2:8][CH2:9][N:10]1[C:19](=[O:20])[C:18]2[N:17]([CH2:21][C:22]3[CH:27]=[CH:26][CH:25]=[CH:24][CH:23]=3)[C:16]([C:28]#[N:29])=[N:15][C:14]=2[N:13]([CH3:30])[C:11]1=[O:12])(=[O:3])[CH3:2].[H][H]. Product: [C:1]([O:4][C@H:5]([CH3:31])[CH2:6][CH2:7][CH2:8][CH2:9][N:10]1[C:19](=[O:20])[C:18]2[N:17]([CH2:21][C:22]3[CH:27]=[CH:26][CH:25]=[CH:24][CH:23]=3)[C:16]([CH2:28][NH2:29])=[N:15][C:14]=2[N:13]([CH3:30])[C:11]1=[O:12])(=[O:3])[CH3:2]. The catalyst class is: 285. (4) Reactant: [CH:1]1([N:4]2[C:8]3[C:9]([O:28][C@@H:29]([C@@H:31]4[CH2:35][C:34](=[O:36])[NH:33][CH2:32]4)[CH3:30])=[N:10][C:11]([C:13]4[CH:18]=[C:17]5[NH:19][C:20](=[O:27])[C:21]6([CH2:26][CH2:25][NH:24][CH2:23][CH2:22]6)[C:16]5=[CH:15][CH:14]=4)=[CH:12][C:7]=3[N:6]=[CH:5]2)[CH2:3][CH2:2]1.FC(F)(F)S([O:42][CH2:43][C:44]([F:47])([F:46])[F:45])(=O)=O. Product: [CH:1]1([N:4]2[C:8]3[C:9]([O:28][C@@H:29]([C@@H:31]4[CH2:35][C:34](=[O:36])[NH:33][CH2:32]4)[CH3:30])=[N:10][C:11]([C:13]4[CH:18]=[C:17]5[NH:19][C:20](=[O:27])[C:21]6([CH2:22][CH2:23][N:24]([CH2:43][C:44]([F:47])([F:46])[F:45])[CH2:25][CH2:26]6)[C:16]5=[CH:15][CH:14]=4)=[CH:12][C:7]=3[N:6]=[CH:5]2)[CH2:2][CH2:3]1.[C:43]([OH:27])([C:44]([F:47])([F:46])[F:45])=[O:42]. The catalyst class is: 3. (5) Reactant: [C:1]([O:5][C:6]1[CH:13]=[CH:12][C:9]([CH:10]=[CH2:11])=[CH:8][CH:7]=1)([CH3:4])([CH3:3])[CH3:2].[CH3:14][C@@:15]12[CH:23]([C:24]([C:26]([O-:28])=[O:27])=[CH2:25])[CH2:22][C@H:18]([C:19]1([CH3:21])[CH3:20])[CH2:17][CH2:16]2.N(C(C)(CC)C([O-])=O)=NC(C)(CC)C([O-])=O.CO. Product: [C:1]([O:5][C:6]1[CH:7]=[CH:8][C:9]([CH:10]=[CH2:11])=[CH:12][CH:13]=1)([CH3:4])([CH3:2])[CH3:3].[CH3:14][C@@:15]12[CH:23]([C:24]([C:26]([O-:28])=[O:27])=[CH2:25])[CH2:22][C@H:18]([C:19]1([CH3:20])[CH3:21])[CH2:17][CH2:16]2. The catalyst class is: 12. (6) Reactant: [C:1]([NH:11][CH2:12][C:13]1[CH:21]=[CH:20][C:16]([C:17]([OH:19])=O)=[CH:15][CH:14]=1)(=[O:10])[CH:2]=[CH:3][C:4]1[CH:9]=[CH:8][CH:7]=[CH:6][CH:5]=1.[F:22][C:23]1[CH:28]=[CH:27][C:26]([NH2:29])=[C:25]([NH2:30])[CH:24]=1.FC(F)(F)C(O)=O. Product: [NH2:30][C:25]1[CH:24]=[C:23]([F:22])[CH:28]=[CH:27][C:26]=1[NH:29][C:17](=[O:19])[C:16]1[CH:15]=[CH:14][C:13]([CH2:12][NH:11][C:1](=[O:10])[CH:2]=[CH:3][C:4]2[CH:5]=[CH:6][CH:7]=[CH:8][CH:9]=2)=[CH:21][CH:20]=1. The catalyst class is: 7. (7) Reactant: [CH3:1][C:2]1[N:7]=[C:6]([C:8]([N:10]2[C@H:16]([CH2:17][OH:18])[CH2:15][C@@H:14]3[C@@H:12]([CH2:13]3)[CH2:11]2)=[O:9])[C:5]([C:19]2[N:24]=[CH:23][CH:22]=[CH:21][N:20]=2)=[CH:4][CH:3]=1.[F:25][C:26]1[CH:27]=[CH:28][C:29](O)=[N:30][CH:31]=1.P(CCCC)(CCCC)CCCC.N(C(N1CCCCC1)=O)=NC(N1CCCCC1)=O.C(P(=O)(CCCC)CCCC)CCC. Product: [F:25][C:26]1[CH:27]=[CH:28][C:29]([O:18][CH2:17][C@@H:16]2[CH2:15][C@@H:14]3[C@@H:12]([CH2:13]3)[CH2:11][N:10]2[C:8]([C:6]2[C:5]([C:19]3[N:24]=[CH:23][CH:22]=[CH:21][N:20]=3)=[CH:4][CH:3]=[C:2]([CH3:1])[N:7]=2)=[O:9])=[N:30][CH:31]=1. The catalyst class is: 1.